Predict the reactants needed to synthesize the given product. From a dataset of Full USPTO retrosynthesis dataset with 1.9M reactions from patents (1976-2016). (1) Given the product [C:10]([N:2]1[CH2:3][CH:4]2[CH2:8][C:7](=[O:9])[CH2:6][CH:5]2[CH2:1]1)(=[O:12])[CH3:11], predict the reactants needed to synthesize it. The reactants are: [CH2:1]1[CH:5]2[CH2:6][C:7](=[O:9])[CH2:8][CH:4]2[CH2:3][NH:2]1.[C:10](OC(=O)C)(=[O:12])[CH3:11].C(N(CC)CC)C. (2) Given the product [Cl:1][C:2]1[CH:3]=[C:4]([NH:16][C:17]2[C:26]3[C:21](=[CH:22][CH:23]=[CH:24][C:25]=3[O:27][CH2:28][C@@H:29]3[CH2:33][CH2:32][CH2:31][N:30]3[C:38](=[O:37])[CH2:39][OH:40])[N:20]=[CH:19][N:18]=2)[CH:5]=[CH:6][C:7]=1[O:8][C:9]1[CH:10]=[N:11][C:12]([CH3:15])=[CH:13][CH:14]=1, predict the reactants needed to synthesize it. The reactants are: [Cl:1][C:2]1[CH:3]=[C:4]([NH:16][C:17]2[C:26]3[C:21](=[CH:22][CH:23]=[CH:24][C:25]=3[O:27][CH2:28][C@@H:29]3[CH2:33][CH2:32][CH2:31][NH:30]3)[N:20]=[CH:19][N:18]=2)[CH:5]=[CH:6][C:7]=1[O:8][C:9]1[CH:10]=[N:11][C:12]([CH3:15])=[CH:13][CH:14]=1.C([O:37][CH2:38][C:39](Cl)=[O:40])(=O)C. (3) Given the product [Cl:1][C:2]1[CH:7]=[CH:6][CH:5]=[CH:4][C:3]=1[CH:8]1[CH2:9][NH:29][C:10](=[O:19])[CH2:11][C:12]2[CH:13]=[CH:14][C:15]([CH3:18])=[CH:16][C:17]1=2, predict the reactants needed to synthesize it. The reactants are: [Cl:1][C:2]1[CH:7]=[CH:6][CH:5]=[CH:4][C:3]=1[CH:8]1[C:17]2[C:12](=[CH:13][CH:14]=[C:15]([CH3:18])[CH:16]=2)[CH2:11][C:10](=[O:19])[CH2:9]1.S(=O)(=O)(O)O.C[Si]([N:29]=[N+]=[N-])(C)C.C(=O)(O)[O-].[Na+]. (4) Given the product [N+:1]([C:4]1[CH:5]=[CH:6][C:7]([C:8]([NH:10][C:11]2[CH:12]=[CH:13][C:14]3[N:18]=[CH:17][N:16]([CH:19]([C:26]4[CH:27]=[CH:28][CH:29]=[CH:30][CH:31]=4)[CH2:20][C:21]([OH:23])=[O:22])[C:15]=3[CH:32]=2)=[O:9])=[CH:33][CH:34]=1)([O-:3])=[O:2], predict the reactants needed to synthesize it. The reactants are: [N+:1]([C:4]1[CH:34]=[CH:33][C:7]([C:8]([NH:10][C:11]2[CH:12]=[CH:13][C:14]3[N:18]=[CH:17][N:16]([CH:19]([C:26]4[CH:31]=[CH:30][CH:29]=[CH:28][CH:27]=4)[CH2:20][C:21]([O:23]CC)=[O:22])[C:15]=3[CH:32]=2)=[O:9])=[CH:6][CH:5]=1)([O-:3])=[O:2]. (5) The reactants are: O[C:2]([CH3:35])([CH3:34])[C@H:3]([NH:26][C:27](=[O:33])[O:28]C(C)(C)C)[CH:4]1[CH2:9][CH2:8][N:7]([C:10]2[N:15]=[C:14]([C:16]3[CH:25]=[CH:24][C:23]4[C:18](=[CH:19][CH:20]=[CH:21][CH:22]=4)[CH:17]=3)[CH:13]=[CH:12][N:11]=2)[CH2:6][CH2:5]1.[H-].[Na+]. Given the product [CH3:34][C:2]1([CH3:35])[O:33][C:27](=[O:28])[NH:26][C@@H:3]1[CH:4]1[CH2:9][CH2:8][N:7]([C:10]2[N:15]=[C:14]([C:16]3[CH:25]=[CH:24][C:23]4[C:18](=[CH:19][CH:20]=[CH:21][CH:22]=4)[CH:17]=3)[CH:13]=[CH:12][N:11]=2)[CH2:6][CH2:5]1, predict the reactants needed to synthesize it. (6) The reactants are: C1C=CC(P(C2C=CC=CC=2)C2C=CC=CC=2)=CC=1.CC(OC(/N=N/C(OC(C)C)=O)=O)C.[C:34]([O:38][C:39]([NH:41][C@H:42]([CH2:45][O:46][Si:47]([C:50]([CH3:53])([CH3:52])[CH3:51])([CH3:49])[CH3:48])[CH2:43]O)=[O:40])([CH3:37])([CH3:36])[CH3:35].O. Given the product [Si:47]([O:46][CH2:45][CH:42]1[CH2:43][N@@:41]1[C:39]([O:38][C:34]([CH3:37])([CH3:36])[CH3:35])=[O:40])([C:50]([CH3:53])([CH3:52])[CH3:51])([CH3:49])[CH3:48], predict the reactants needed to synthesize it.